This data is from Reaction yield outcomes from USPTO patents with 853,638 reactions. The task is: Predict the reaction yield, written as a fraction of the theoretical maximum amount of product (1.0 means a 100% yield; for example, 0.34 means a 34% yield). The reactants are [F:1][C:2]1[CH:3]=[C:4]([CH:14]=[CH:15][CH:16]=1)[CH2:5][C:6]1[O:10][N:9]=[C:8]([C:11]([OH:13])=O)[CH:7]=1.[Cl:17][C:18]1[CH:19]=[C:20]2[C:24](=[CH:25][CH:26]=1)[N:23]([CH3:27])[CH:22]=[C:21]2[CH2:28][CH2:29][NH2:30].CN(C(ON1N=NC2C=CC=NC1=2)=[N+](C)C)C.F[P-](F)(F)(F)(F)F. The yield is 0.360. The product is [Cl:17][C:18]1[CH:19]=[C:20]2[C:24](=[CH:25][CH:26]=1)[N:23]([CH3:27])[CH:22]=[C:21]2[CH2:28][CH2:29][NH:30][C:11]([C:8]1[CH:7]=[C:6]([CH2:5][C:4]2[CH:14]=[CH:15][CH:16]=[C:2]([F:1])[CH:3]=2)[O:10][N:9]=1)=[O:13]. The catalyst is CN(C=O)C.